From a dataset of Forward reaction prediction with 1.9M reactions from USPTO patents (1976-2016). Predict the product of the given reaction. (1) Given the reactants [CH:1]([C:3]1[N:7]([CH3:8])[CH:6]=[C:5]([C:9]([O:11]C)=[O:10])[CH:4]=1)=[O:2].[CH3:13]O.[OH-].[Na+], predict the reaction product. The product is: [CH3:13][C:6]1[N:7]([CH3:8])[C:3]([CH:1]=[O:2])=[CH:4][C:5]=1[C:9]([OH:11])=[O:10]. (2) Given the reactants [Br:1][C:2]1[C:9]([O:10][CH2:11][CH3:12])=[CH:8][CH:7]=[CH:6][C:3]=1[CH:4]=[O:5].C1(C)C=CC(S(O)(=O)=[O:20])=CC=1.[C:24]1([CH3:30])C=CC=CC=1, predict the reaction product. The product is: [Br:1][C:2]1[C:9]([O:10][CH2:11][CH3:12])=[CH:8][CH:7]=[CH:6][C:3]=1[CH:4]1[O:20][CH2:24][CH2:30][O:5]1. (3) Given the reactants [CH2:1]([NH2:4])[CH:2]=[CH2:3].[O-]S([O-])(=O)=O.[Mg+2].[CH2:11]([O:18][C:19]([NH:21][C:22]([CH3:29])([CH:27]=O)[C:23]([O:25][CH3:26])=[O:24])=[O:20])[C:12]1[CH:17]=[CH:16][CH:15]=[CH:14][CH:13]=1, predict the reaction product. The product is: [CH2:1]([NH:4][CH2:29][C:22]([NH:21][C:19]([O:18][CH2:11][C:12]1[CH:17]=[CH:16][CH:15]=[CH:14][CH:13]=1)=[O:20])([CH3:27])[C:23]([O:25][CH3:26])=[O:24])[CH:2]=[CH2:3]. (4) Given the reactants [CH2:1]([NH:8][C:9]([C:11]1[C:20]2[C:15](=[C:16]([N+:21]([O-])=O)[CH:17]=[CH:18][CH:19]=2)[CH:14]=[CH:13][CH:12]=1)=[O:10])[C:2]1[CH:7]=[CH:6][CH:5]=[CH:4][CH:3]=1, predict the reaction product. The product is: [NH2:21][C:16]1[CH:17]=[CH:18][CH:19]=[C:20]2[C:15]=1[CH:14]=[CH:13][CH:12]=[C:11]2[C:9]([NH:8][CH2:1][C:2]1[CH:3]=[CH:4][CH:5]=[CH:6][CH:7]=1)=[O:10]. (5) Given the reactants [CH3:1][C:2]1[CH:6]=[C:5]([CH3:7])[NH:4][N:3]=1.[H-].[Na+].F[C:11]1[CH:18]=[CH:17][C:14]([C:15]#[N:16])=[CH:13][CH:12]=1, predict the reaction product. The product is: [CH3:1][C:2]1[CH:6]=[C:5]([CH3:7])[N:4]([C:11]2[CH:18]=[CH:17][C:14]([C:15]#[N:16])=[CH:13][CH:12]=2)[N:3]=1.